Dataset: Catalyst prediction with 721,799 reactions and 888 catalyst types from USPTO. Task: Predict which catalyst facilitates the given reaction. (1) Reactant: Br[C:2]1[CH:7]=[C:6]([NH2:8])[C:5]([N+:9]([O-:11])=[O:10])=[CH:4][N:3]=1.[OH:12][C:13]1[CH:14]=[C:15]([CH:20]=[CH:21][CH:22]=1)[C:16]([O:18][CH3:19])=[O:17].[H-].[Na+]. Product: [NH2:8][C:6]1[C:5]([N+:9]([O-:11])=[O:10])=[CH:4][N:3]=[C:2]([O:12][C:13]2[CH:14]=[C:15]([CH:20]=[CH:21][CH:22]=2)[C:16]([O:18][CH3:19])=[O:17])[CH:7]=1. The catalyst class is: 3. (2) Product: [Br:1][C:2]1[CH:24]=[CH:23][C:5]2[NH:6][CH:7]([CH2:10][C:11]([O:13][CH2:14][CH3:15])=[O:12])[CH2:8][O:9][C:4]=2[CH:3]=1. Reactant: [Br:1][C:2]1[CH:24]=[CH:23][C:5]2[N:6](C(OC(C)(C)C)=O)[CH:7]([CH2:10][C:11]([O:13][CH2:14][CH3:15])=[O:12])[CH2:8][O:9][C:4]=2[CH:3]=1.O1CCOCC1. The catalyst class is: 33.